Dataset: NCI-60 drug combinations with 297,098 pairs across 59 cell lines. Task: Regression. Given two drug SMILES strings and cell line genomic features, predict the synergy score measuring deviation from expected non-interaction effect. (1) Drug 1: C1C(C(OC1N2C=C(C(=O)NC2=O)F)CO)O. Drug 2: CC1=C2C(C(=O)C3(C(CC4C(C3C(C(C2(C)C)(CC1OC(=O)C(C(C5=CC=CC=C5)NC(=O)OC(C)(C)C)O)O)OC(=O)C6=CC=CC=C6)(CO4)OC(=O)C)O)C)O. Cell line: SNB-75. Synergy scores: CSS=14.4, Synergy_ZIP=-6.47, Synergy_Bliss=0.528, Synergy_Loewe=-4.20, Synergy_HSA=0.0198. (2) Drug 1: C1=CN(C=N1)CC(O)(P(=O)(O)O)P(=O)(O)O. Drug 2: C1CN(CCN1C(=O)CCBr)C(=O)CCBr. Cell line: UACC-257. Synergy scores: CSS=7.88, Synergy_ZIP=-1.73, Synergy_Bliss=3.78, Synergy_Loewe=1.84, Synergy_HSA=2.33. (3) Drug 1: CC1=C(C=C(C=C1)NC2=NC=CC(=N2)N(C)C3=CC4=NN(C(=C4C=C3)C)C)S(=O)(=O)N.Cl. Drug 2: CCN(CC)CCCC(C)NC1=C2C=C(C=CC2=NC3=C1C=CC(=C3)Cl)OC. Cell line: SF-295. Synergy scores: CSS=25.1, Synergy_ZIP=-6.37, Synergy_Bliss=3.52, Synergy_Loewe=3.66, Synergy_HSA=3.65. (4) Drug 1: CC(CN1CC(=O)NC(=O)C1)N2CC(=O)NC(=O)C2. Drug 2: C#CCC(CC1=CN=C2C(=N1)C(=NC(=N2)N)N)C3=CC=C(C=C3)C(=O)NC(CCC(=O)O)C(=O)O. Cell line: HCT116. Synergy scores: CSS=25.9, Synergy_ZIP=-7.55, Synergy_Bliss=-10.8, Synergy_Loewe=-7.49, Synergy_HSA=-6.84. (5) Drug 2: C1C(C(OC1N2C=NC3=C2NC=NCC3O)CO)O. Drug 1: CC1C(C(=O)NC(C(=O)N2CCCC2C(=O)N(CC(=O)N(C(C(=O)O1)C(C)C)C)C)C(C)C)NC(=O)C3=C4C(=C(C=C3)C)OC5=C(C(=O)C(=C(C5=N4)C(=O)NC6C(OC(=O)C(N(C(=O)CN(C(=O)C7CCCN7C(=O)C(NC6=O)C(C)C)C)C)C(C)C)C)N)C. Cell line: HL-60(TB). Synergy scores: CSS=28.1, Synergy_ZIP=8.28, Synergy_Bliss=11.3, Synergy_Loewe=5.28, Synergy_HSA=10.6. (6) Drug 1: CC1CCCC2(C(O2)CC(NC(=O)CC(C(C(=O)C(C1O)C)(C)C)O)C(=CC3=CSC(=N3)C)C)C. Drug 2: CC1C(C(CC(O1)OC2CC(CC3=C2C(=C4C(=C3O)C(=O)C5=C(C4=O)C(=CC=C5)OC)O)(C(=O)CO)O)N)O.Cl. Cell line: SK-MEL-5. Synergy scores: CSS=42.4, Synergy_ZIP=-3.16, Synergy_Bliss=-3.19, Synergy_Loewe=-1.98, Synergy_HSA=-2.30.